Dataset: NCI-60 drug combinations with 297,098 pairs across 59 cell lines. Task: Regression. Given two drug SMILES strings and cell line genomic features, predict the synergy score measuring deviation from expected non-interaction effect. (1) Drug 1: CC12CCC3C(C1CCC2=O)CC(=C)C4=CC(=O)C=CC34C. Synergy scores: CSS=1.80, Synergy_ZIP=-9.89, Synergy_Bliss=-18.1, Synergy_Loewe=-18.1, Synergy_HSA=-18.0. Drug 2: C(CN)CNCCSP(=O)(O)O. Cell line: UO-31. (2) Drug 1: CC=C1C(=O)NC(C(=O)OC2CC(=O)NC(C(=O)NC(CSSCCC=C2)C(=O)N1)C(C)C)C(C)C. Drug 2: C1=CC=C(C=C1)NC(=O)CCCCCCC(=O)NO. Cell line: NCI-H322M. Synergy scores: CSS=31.8, Synergy_ZIP=1.89, Synergy_Bliss=4.18, Synergy_Loewe=-31.0, Synergy_HSA=2.41. (3) Drug 1: CC1=C(C(CCC1)(C)C)C=CC(=CC=CC(=CC(=O)O)C)C. Drug 2: CC1CCC2CC(C(=CC=CC=CC(CC(C(=O)C(C(C(=CC(C(=O)CC(OC(=O)C3CCCCN3C(=O)C(=O)C1(O2)O)C(C)CC4CCC(C(C4)OC)OCCO)C)C)O)OC)C)C)C)OC. Cell line: UO-31. Synergy scores: CSS=16.7, Synergy_ZIP=0.344, Synergy_Bliss=6.74, Synergy_Loewe=-26.4, Synergy_HSA=7.23. (4) Drug 1: C1=CC(=C2C(=C1NCCNCCO)C(=O)C3=C(C=CC(=C3C2=O)O)O)NCCNCCO. Drug 2: C1=C(C(=O)NC(=O)N1)N(CCCl)CCCl. Cell line: SW-620. Synergy scores: CSS=48.1, Synergy_ZIP=-4.00, Synergy_Bliss=-5.06, Synergy_Loewe=-6.17, Synergy_HSA=-0.359. (5) Drug 1: C1CCN(CC1)CCOC2=CC=C(C=C2)C(=O)C3=C(SC4=C3C=CC(=C4)O)C5=CC=C(C=C5)O. Drug 2: C1=NNC2=C1C(=O)NC=N2. Cell line: SNB-75. Synergy scores: CSS=3.31, Synergy_ZIP=-1.87, Synergy_Bliss=-0.842, Synergy_Loewe=-1.36, Synergy_HSA=0.419.